Task: Predict the product of the given reaction.. Dataset: Forward reaction prediction with 1.9M reactions from USPTO patents (1976-2016) (1) The product is: [CH2:1]([O:3][C:4]1[CH:9]=[CH:8][C:7]([C:10]([F:11])([F:12])[F:13])=[CH:6][C:5]=1[C:14]1[CH:15]=[C:16]([O:18][S:54]([C:57]([F:60])([F:59])[F:58])(=[O:56])=[O:55])[N:45]([C@H:43]([C:40]2[CH:41]=[CH:42][C:37]([C:35]([O:34][CH2:32][CH3:33])=[O:36])=[CH:38][CH:39]=2)[CH3:44])[N:46]=1)[CH3:2]. Given the reactants [CH2:1]([O:3][C:4]1[CH:9]=[CH:8][C:7]([C:10]([F:13])([F:12])[F:11])=[CH:6][C:5]=1[C:14](=O)[CH2:15][C:16]([O:18]CC)=O)[CH3:2].C1(S([O-])(=O)=O)C=CC=CC=1.[CH2:32]([O:34][C:35]([C:37]1[CH:42]=[CH:41][C:40]([C@@H:43]([NH2+:45][NH2:46])[CH3:44])=[CH:39][CH:38]=1)=[O:36])[CH3:33].C(N(CC)CC)C.[S:54](O[S:54]([C:57]([F:60])([F:59])[F:58])(=[O:56])=[O:55])([C:57]([F:60])([F:59])[F:58])(=[O:56])=[O:55], predict the reaction product. (2) Given the reactants [C:1]([O:5][C:6]([N:8]1[CH2:13][CH2:12][CH:11]([O:14][N:15]2C(=O)C3C(=CC=CC=3)C2=O)[CH2:10][CH2:9]1)=[O:7])([CH3:4])([CH3:3])[CH3:2].O.NN, predict the reaction product. The product is: [C:1]([O:5][C:6]([N:8]1[CH2:9][CH2:10][CH:11]([O:14][NH2:15])[CH2:12][CH2:13]1)=[O:7])([CH3:4])([CH3:2])[CH3:3].